From a dataset of Forward reaction prediction with 1.9M reactions from USPTO patents (1976-2016). Predict the product of the given reaction. (1) Given the reactants [C:1]([N:4]1[CH2:9][CH2:8][CH:7]([C:10]([CH3:15])([CH3:14])[C:11]([OH:13])=O)[CH2:6][CH2:5]1)(=[O:3])[CH3:2].[F:16][C:17]1[CH:18]=[C:19]([C:24]2[N:25]=[CH:26][C:27]([NH2:30])=[N:28][CH:29]=2)[CH:20]=[C:21]([F:23])[CH:22]=1, predict the reaction product. The product is: [C:1]([N:4]1[CH2:5][CH2:6][CH:7]([C:10]([CH3:15])([CH3:14])[C:11]([NH:30][C:27]2[CH:26]=[N:25][C:24]([C:19]3[CH:18]=[C:17]([F:16])[CH:22]=[C:21]([F:23])[CH:20]=3)=[CH:29][N:28]=2)=[O:13])[CH2:8][CH2:9]1)(=[O:3])[CH3:2]. (2) Given the reactants ClC1C=C(N(C2C=CC(F)=CC=2C)C(OC(OC(=O)COCCOCCOCCOC)C)=O)C=CC=1C(=O)C1C=CC=CC=1C.Cl[CH:47]([O:49][C:50](=[O:76])[N:51]([C:68]1[CH:73]=[CH:72][C:71]([Br:74])=[CH:70][C:69]=1[CH3:75])[C:52]1[CH:57]=[CH:56][C:55]([C:58](=[O:66])[C:59]2[CH:64]=[CH:63][CH:62]=[CH:61][C:60]=2[CH3:65])=[C:54]([Cl:67])[CH:53]=1)[CH3:48].[CH2:77]([O:84][C:85]([CH2:87][CH2:88][C:89]([O-:91])=[O:90])=[O:86])[C:78]1[CH:83]=[CH:82][CH:81]=[CH:80][CH:79]=1.[Na+], predict the reaction product. The product is: [Br:74][C:71]1[CH:72]=[CH:73][C:68]([N:51]([C:52]2[CH:57]=[CH:56][C:55]([C:58](=[O:66])[C:59]3[CH:64]=[CH:63][CH:62]=[CH:61][C:60]=3[CH3:65])=[C:54]([Cl:67])[CH:53]=2)[C:50]([O:49][CH:47]([O:91][C:89](=[O:90])[CH2:88][CH2:87][C:85]([O:84][CH2:77][C:78]2[CH:79]=[CH:80][CH:81]=[CH:82][CH:83]=2)=[O:86])[CH3:48])=[O:76])=[C:69]([CH3:75])[CH:70]=1.